Dataset: Forward reaction prediction with 1.9M reactions from USPTO patents (1976-2016). Task: Predict the product of the given reaction. (1) Given the reactants [Cl:1][C:2]1[CH:9]=[CH:8][CH:7]=[CH:6][C:3]=1[CH:4]=[O:5].[CH3:10][O:11][C:12]1[CH:13]=[C:14]([CH:16]=[CH:17][C:18]=1[O:19][CH2:20][CH2:21][O:22][CH3:23])[NH2:15], predict the reaction product. The product is: [NH2:15][C:14]1[CH:13]=[C:12]([O:11][CH3:10])[C:18]([O:19][CH2:20][CH2:21][O:22][CH3:23])=[CH:17][C:16]=1[C:4]([C:3]1[CH:6]=[CH:7][CH:8]=[CH:9][C:2]=1[Cl:1])=[O:5]. (2) Given the reactants [O:1]1[C:5]2[CH:6]=[CH:7][C:8]([C:10]3([C:13](Cl)=[O:14])[CH2:12][CH2:11]3)=[CH:9][C:4]=2[O:3][CH2:2]1.[NH2:16][C:17]1[CH:18]=[C:19]([C:23]2[CH:28]=[CH:27][C:26]([S:29]([NH:32][CH3:33])(=[O:31])=[O:30])=[CH:25][CH:24]=2)[CH:20]=[CH:21][CH:22]=1.CCN(CC)CC, predict the reaction product. The product is: [O:1]1[C:5]2[CH:6]=[CH:7][C:8]([C:10]3([C:13]([NH:16][C:17]4[CH:22]=[CH:21][CH:20]=[C:19]([C:23]5[CH:28]=[CH:27][C:26]([S:29](=[O:31])(=[O:30])[NH:32][CH3:33])=[CH:25][CH:24]=5)[CH:18]=4)=[O:14])[CH2:12][CH2:11]3)=[CH:9][C:4]=2[O:3][CH2:2]1. (3) Given the reactants [C:1]([C:5]1[N:9]([CH3:10])[N:8]([CH2:11][CH:12]2[CH2:14][CH2:13]2)/[C:7](=[N:15]/C(=O)C(F)(F)F)/[CH:6]=1)([CH3:4])([CH3:3])[CH3:2].[OH-].[Na+], predict the reaction product. The product is: [C:1]([C:5]1[N:9]([CH3:10])[N:8]([CH2:11][CH:12]2[CH2:13][CH2:14]2)[C:7](=[NH:15])[CH:6]=1)([CH3:4])([CH3:2])[CH3:3]. (4) Given the reactants [Cl:1][C:2]1[C:3]([O:9][C:10]2[CH:24]=[C:23]([O:25][CH2:26][CH2:27][O:28][CH3:29])[CH:22]=[CH:21][C:11]=2/[CH:12]=[C:13](\[CH2:19][CH3:20])/[C:14]([O:16]CC)=[O:15])=[N:4][CH:5]=[C:6]([Cl:8])[CH:7]=1.[OH-].[Na+], predict the reaction product. The product is: [Cl:1][C:2]1[C:3]([O:9][C:10]2[CH:24]=[C:23]([O:25][CH2:26][CH2:27][O:28][CH3:29])[CH:22]=[CH:21][C:11]=2/[CH:12]=[C:13](\[CH2:19][CH3:20])/[C:14]([OH:16])=[O:15])=[N:4][CH:5]=[C:6]([Cl:8])[CH:7]=1. (5) Given the reactants CS(O[CH2:6][C:7]1[C:8]([CH:32]([O:35][CH3:36])[O:33][CH3:34])=[N:9][C:10]2[N:11]([C:17](=[O:31])[NH:18][C:19]3[CH:24]=[C:23]([O:25][CH:26]([CH3:28])[CH3:27])[C:22]([C:29]#[N:30])=[CH:21][N:20]=3)[CH2:12][CH2:13][CH2:14][C:15]=2[CH:16]=1)(=O)=O.[CH3:37][NH2:38], predict the reaction product. The product is: [C:29]([C:22]1[C:23]([O:25][CH:26]([CH3:27])[CH3:28])=[CH:24][C:19]([NH:18][C:17]([N:11]2[C:10]3[C:15](=[CH:16][C:7]([CH2:6][NH:38][CH3:37])=[C:8]([CH:32]([O:33][CH3:34])[O:35][CH3:36])[N:9]=3)[CH2:14][CH2:13][CH2:12]2)=[O:31])=[N:20][CH:21]=1)#[N:30].